This data is from Full USPTO retrosynthesis dataset with 1.9M reactions from patents (1976-2016). The task is: Predict the reactants needed to synthesize the given product. (1) Given the product [F:29][C:23]1[CH:24]=[C:25]([CH3:28])[CH:26]=[CH:27][C:22]=1[C:10]1[CH:11]=[C:12]([C:14]2[N:15]([CH:19]([CH3:21])[CH3:20])[N:16]=[CH:17][CH:18]=2)[CH:13]=[C:8]([C:6]([OH:7])=[O:5])[CH:9]=1, predict the reactants needed to synthesize it. The reactants are: O[Li].O.C[O:5][C:6]([C:8]1[CH:9]=[C:10]([C:22]2[CH:27]=[CH:26][C:25]([CH3:28])=[CH:24][C:23]=2[F:29])[CH:11]=[C:12]([C:14]2[N:15]([CH:19]([CH3:21])[CH3:20])[N:16]=[CH:17][CH:18]=2)[CH:13]=1)=[O:7]. (2) The reactants are: [O:1]=[C:2]([CH3:20])[CH:3]([C:14]1[CH:19]=[CH:18][CH:17]=[CH:16][CH:15]=1)[C:4]([NH:6][CH2:7][CH2:8][C:9]1[S:10][CH:11]=[CH:12][CH:13]=1)=[O:5].[F:21][C:22]([F:35])([F:34])[S:23](O[S:23]([C:22]([F:35])([F:34])[F:21])(=[O:25])=[O:24])(=[O:25])=[O:24].C(N(CC)CC)C. Given the product [F:21][C:22]([F:35])([F:34])[S:23]([O:1]/[C:2](/[CH3:20])=[C:3](/[C:14]1[CH:19]=[CH:18][CH:17]=[CH:16][CH:15]=1)\[C:4](=[O:5])[NH:6][CH2:7][CH2:8][C:9]1[S:10][CH:11]=[CH:12][CH:13]=1)(=[O:25])=[O:24], predict the reactants needed to synthesize it. (3) Given the product [F:1][C:2]1[CH:3]=[CH:4][C:5]([O:25][CH3:26])=[C:6]([C:8]2[CH:13]=[CH:12][N:11]=[C:10]3[NH:14][C:15]([C:17]4[CH2:18][CH:19]5[CH2:23][N:22]([CH2:28][C:29]([O:31][C:32]([CH3:35])([CH3:34])[CH3:33])=[O:30])[CH2:21][CH:20]5[CH:24]=4)=[CH:16][C:9]=23)[CH:7]=1, predict the reactants needed to synthesize it. The reactants are: [F:1][C:2]1[CH:3]=[CH:4][C:5]([O:25][CH3:26])=[C:6]([C:8]2[CH:13]=[CH:12][N:11]=[C:10]3[NH:14][C:15]([C:17]4[CH2:18][CH:19]5[CH2:23][NH:22][CH2:21][CH:20]5[CH:24]=4)=[CH:16][C:9]=23)[CH:7]=1.Br[CH2:28][C:29]([O:31][C:32]([CH3:35])([CH3:34])[CH3:33])=[O:30].C(N(CC)CC)C.O.